Dataset: Forward reaction prediction with 1.9M reactions from USPTO patents (1976-2016). Task: Predict the product of the given reaction. (1) Given the reactants Cl[C:2]1[C:7]([C:8]([O:10][CH3:11])=[O:9])=[CH:6][C:5]([C:12]2[CH:17]=[CH:16][C:15]([Cl:18])=[CH:14][CH:13]=2)=[C:4]([C:19]2[CH:24]=[CH:23][C:22]([Cl:25])=[CH:21][C:20]=2[Cl:26])[N:3]=1, predict the reaction product. The product is: [Cl:26][C:20]1[CH:21]=[C:22]([Cl:25])[CH:23]=[CH:24][C:19]=1[C:4]1[N:3]=[CH:2][C:7]([C:8]([O:10][CH3:11])=[O:9])=[CH:6][C:5]=1[C:12]1[CH:17]=[CH:16][C:15]([Cl:18])=[CH:14][CH:13]=1. (2) Given the reactants CCCC[N+](CCCC)(CCCC)CCCC.[F-].[Si]([O:26][C@H:27]1[CH2:36][C@@H:35]2[N:30]([C:31](=[O:52])/[C:32](=[CH:37]/[C:38]3[CH:43]=[CH:42][C:41]([N:44]4[CH:48]=[C:47]([CH3:49])[N:46]=[CH:45]4)=[C:40]([O:50][CH3:51])[CH:39]=3)/[CH2:33][CH2:34]2)[C@H:29]([C:53]2[CH:58]=[C:57]([F:59])[C:56]([F:60])=[C:55]([F:61])[CH:54]=2)[CH2:28]1)(C(C)(C)C)(C)C.[Cl-].[NH4+].C(OCC)(=O)C, predict the reaction product. The product is: [F:59][C:57]1[CH:58]=[C:53]([C@@H:29]2[CH2:28][C@@H:27]([OH:26])[CH2:36][C@@H:35]3[N:30]2[C:31](=[O:52])/[C:32](=[CH:37]/[C:38]2[CH:43]=[CH:42][C:41]([N:44]4[CH:48]=[C:47]([CH3:49])[N:46]=[CH:45]4)=[C:40]([O:50][CH3:51])[CH:39]=2)/[CH2:33][CH2:34]3)[CH:54]=[C:55]([F:61])[C:56]=1[F:60]. (3) Given the reactants Cl[C:2]1[C:7]2[N:8]=[C:9]([CH2:15][OH:16])[N:10]([CH2:11][CH:12]([CH3:14])[CH3:13])[C:6]=2[C:5]([CH3:17])=[C:4]([CH3:18])[N:3]=1.[CH3:19][O:20][C:21]1[CH:28]=[CH:27][C:24]([CH2:25][NH2:26])=[CH:23][CH:22]=1.Cl.N1C=CC=CC=1.O, predict the reaction product. The product is: [CH2:11]([N:10]1[C:6]2[C:5]([CH3:17])=[C:4]([CH3:18])[N:3]=[C:2]([NH:26][CH2:25][C:24]3[CH:27]=[CH:28][C:21]([O:20][CH3:19])=[CH:22][CH:23]=3)[C:7]=2[N:8]=[C:9]1[CH2:15][OH:16])[CH:12]([CH3:14])[CH3:13]. (4) Given the reactants [Cl:1][C:2]1[C:7]([O:8][C:9]2[N:14]=[C:13]3[S:15][C:16]([NH:18][C:19](=[O:22])[CH2:20]Cl)=[N:17][C:12]3=[CH:11][CH:10]=2)=[CH:6][C:5]([NH:23][C:24](=[O:36])[C:25]2[CH:30]=[CH:29][CH:28]=[C:27]([C:31]([C:34]#[N:35])([CH3:33])[CH3:32])[CH:26]=2)=[C:4]([F:37])[CH:3]=1.C(N(CC)CC)C.[NH:45]1[CH2:50][CH2:49][O:48][CH2:47][CH2:46]1, predict the reaction product. The product is: [Cl:1][C:2]1[C:7]([O:8][C:9]2[N:14]=[C:13]3[S:15][C:16]([NH:18][C:19](=[O:22])[CH2:20][N:45]4[CH2:50][CH2:49][O:48][CH2:47][CH2:46]4)=[N:17][C:12]3=[CH:11][CH:10]=2)=[CH:6][C:5]([NH:23][C:24](=[O:36])[C:25]2[CH:30]=[CH:29][CH:28]=[C:27]([C:31]([C:34]#[N:35])([CH3:32])[CH3:33])[CH:26]=2)=[C:4]([F:37])[CH:3]=1. (5) Given the reactants Cl[C:2]1[CH:3]=[CH:4][N:5]2[C:10]([C:11]=1[CH3:12])=[C:9]([CH:13]1[CH2:15][CH2:14]1)[CH:8]=[C:7]([C:16]([O:18][CH3:19])=[O:17])[C:6]2=[O:20].[NH:21]1[C:29]2[C:24](=[CH:25][C:26](B(O)O)=[CH:27][CH:28]=2)[CH:23]=[CH:22]1, predict the reaction product. The product is: [CH:13]1([C:9]2[CH:8]=[C:7]([C:16]([O:18][CH3:19])=[O:17])[C:6](=[O:20])[N:5]3[C:10]=2[C:11]([CH3:12])=[C:2]([C:26]2[CH:25]=[C:24]4[C:29](=[CH:28][CH:27]=2)[NH:21][CH:22]=[CH:23]4)[CH:3]=[CH:4]3)[CH2:15][CH2:14]1. (6) Given the reactants [NH2:1][CH:2]1[CH2:11][CH2:10][CH2:9][C:8]2[CH:7]=[C:6]([CH:12]=[CH:13][C:14]#[N:15])[CH:5]=[CH:4][C:3]1=2.[Cl:16][C:17]1[CH:18]=[C:19]([S:24]([NH:27][CH:28]([C:33]2[CH:38]=[CH:37][C:36]([F:39])=[CH:35][CH:34]=2)[CH2:29][C:30](O)=[O:31])(=[O:26])=[O:25])[CH:20]=[CH:21][C:22]=1[Cl:23].CN(C(ON1N=NC2C=CC=NC1=2)=[N+](C)C)C.F[P-](F)(F)(F)(F)F.C(Cl)CCl.CCN(C(C)C)C(C)C, predict the reaction product. The product is: [C:14]([CH:13]=[CH:12][C:6]1[CH:7]=[C:8]2[C:3](=[CH:4][CH:5]=1)[CH:2]([NH:1][C:30](=[O:31])[CH2:29][CH:28]([NH:27][S:24]([C:19]1[CH:20]=[CH:21][C:22]([Cl:23])=[C:17]([Cl:16])[CH:18]=1)(=[O:26])=[O:25])[C:33]1[CH:38]=[CH:37][C:36]([F:39])=[CH:35][CH:34]=1)[CH2:11][CH2:10][CH2:9]2)#[N:15]. (7) Given the reactants [CH3:1][O:2][C:3](=[O:21])[CH2:4][C:5]1[CH:10]=[CH:9][CH:8]=[C:7]([O:11][C:12]2[CH:17]=[CH:16][C:15]([Br:18])=[CH:14][C:13]=2[CH:19]=[O:20])[CH:6]=1.[BH4-].[Na+].O.CCOC(C)=O, predict the reaction product. The product is: [CH3:1][O:2][C:3](=[O:21])[CH2:4][C:5]1[CH:10]=[CH:9][CH:8]=[C:7]([O:11][C:12]2[CH:17]=[CH:16][C:15]([Br:18])=[CH:14][C:13]=2[CH2:19][OH:20])[CH:6]=1.